The task is: Predict the reaction yield, written as a fraction of the theoretical maximum amount of product (1.0 means a 100% yield; for example, 0.34 means a 34% yield).. This data is from Reaction yield outcomes from USPTO patents with 853,638 reactions. The reactants are Br[C:2]1[C:3]([CH3:22])=[C:4]([C:12]2[CH:17]=[CH:16][CH:15]=[C:14]([C:18]([F:21])([F:20])[F:19])[CH:13]=2)[C:5]2[N:6]([N:8]=[C:9]([NH2:11])[N:10]=2)[CH:7]=1.C([Sn](CCCC)(CCCC)[C:28]1[N:32]([C:33]2[CH:40]=[CH:39][C:36]([C:37]#[N:38])=[CH:35][CH:34]=2)[N:31]=[CH:30][CH:29]=1)CCC. The catalyst is C1COCC1.C1(C=CC=CC=1)[P](C1C=CC=CC=1)(C1C=CC=CC=1)[Pd][P](C1C=CC=CC=1)(C1C=CC=CC=1)C1C=CC=CC=1. The product is [NH2:11][C:9]1[N:10]=[C:5]2[C:4]([C:12]3[CH:17]=[CH:16][CH:15]=[C:14]([C:18]([F:21])([F:20])[F:19])[CH:13]=3)=[C:3]([CH3:22])[C:2]([C:28]3[N:32]([C:33]4[CH:40]=[CH:39][C:36]([C:37]#[N:38])=[CH:35][CH:34]=4)[N:31]=[CH:30][CH:29]=3)=[CH:7][N:6]2[N:8]=1. The yield is 0.250.